This data is from Catalyst prediction with 721,799 reactions and 888 catalyst types from USPTO. The task is: Predict which catalyst facilitates the given reaction. (1) Reactant: [F:1][C:2]1[CH:3]=[CH:4][C:5]([C:8]2[N:12]=[C:11]([C:13]3[CH:18]=[C:17]([N+:19]([O-])=O)[CH:16]=[C:15]([C:22]#[N:23])[CH:14]=3)[O:10][N:9]=2)=[N:6][CH:7]=1.C(=O)([O-])[O-].[K+].[K+].[CH2:30](I)[CH3:31].[C:33](OCC)(=O)[CH3:34]. Product: [F:1][C:2]1[CH:3]=[CH:4][C:5]([C:8]2[N:12]=[C:11]([C:13]3[CH:18]=[C:17]([N:19]([CH2:30][CH3:31])[CH2:33][CH3:34])[CH:16]=[C:15]([C:22]#[N:23])[CH:14]=3)[O:10][N:9]=2)=[N:6][CH:7]=1. The catalyst class is: 9. (2) Reactant: Br[CH2:2][C:3]([CH:5]1[CH2:10][CH2:9][CH:8]([NH:11][C:12](=[O:28])[O:13][CH2:14][CH:15]2[C:27]3[CH:26]=[CH:25][CH:24]=[CH:23][C:22]=3[C:21]3[C:16]2=[CH:17][CH:18]=[CH:19][CH:20]=3)[CH2:7][CH2:6]1)=O.[C:29]([NH2:32])(=[S:31])[CH3:30]. Product: [CH3:30][C:29]1[S:31][CH:2]=[C:3]([CH:5]2[CH2:6][CH2:7][CH:8]([NH:11][C:12](=[O:28])[O:13][CH2:14][CH:15]3[C:16]4[CH:17]=[CH:18][CH:19]=[CH:20][C:21]=4[C:22]4[C:27]3=[CH:26][CH:25]=[CH:24][CH:23]=4)[CH2:9][CH2:10]2)[N:32]=1. The catalyst class is: 10. (3) Reactant: [Cl:1][C:2]1[CH:3]=[C:4]([CH:9]([CH:15]2[CH2:18][N:17]([C:19]([O:21][C:22]([CH3:25])([CH3:24])[CH3:23])=[O:20])[CH2:16]2)CS(C)(=O)=O)[CH:5]=[CH:6][C:7]=1[Cl:8].[CH:26]1([OH:31])[CH2:30][CH2:29][CH2:28][CH2:27]1. Product: [CH:26]1([O:31][CH:9]([C:4]2[CH:5]=[CH:6][C:7]([Cl:8])=[C:2]([Cl:1])[CH:3]=2)[CH:15]2[CH2:16][N:17]([C:19]([O:21][C:22]([CH3:23])([CH3:24])[CH3:25])=[O:20])[CH2:18]2)[CH2:30][CH2:29][CH2:28][CH2:27]1. The catalyst class is: 2. (4) Reactant: CC(OC(/N=N/C(OC(C)C)=O)=O)C.[NH2:15][C:16]1[C:24]2[C:19](=[N:20][C:21]([CH3:27])=[CH:22][C:23]=2[CH2:25][OH:26])[S:18][C:17]=1[C:28]([NH2:30])=[O:29].O[C:32]1[CH:40]=[CH:39][C:35]([C:36]([NH2:38])=[O:37])=[CH:34][CH:33]=1.C1C=CC(P(C2C=CC=CC=2)C2C=CC=CC=2)=CC=1. Product: [NH2:15][C:16]1[C:24]2[C:19](=[N:20][C:21]([CH3:27])=[CH:22][C:23]=2[CH2:25][O:26][C:32]2[CH:40]=[CH:39][C:35]([C:36](=[O:37])[NH2:38])=[CH:34][CH:33]=2)[S:18][C:17]=1[C:28]([NH2:30])=[O:29]. The catalyst class is: 1.